Dataset: Catalyst prediction with 721,799 reactions and 888 catalyst types from USPTO. Task: Predict which catalyst facilitates the given reaction. (1) Reactant: [Cl:1][C:2]1[CH:7]=[CH:6][N:5]=[C:4]([C:8]2[S:9][CH:10]=[CH:11][CH:12]=2)[CH:3]=1.[Br:13]Br.[O-]S([O-])(=S)=O.[Na+].[Na+]. Product: [Br:13][C:10]1[S:9][C:8]([C:4]2[CH:3]=[C:2]([Cl:1])[CH:7]=[CH:6][N:5]=2)=[CH:12][CH:11]=1. The catalyst class is: 2. (2) Reactant: [C:1]([CH2:4][C:5](=[O:7])[CH3:6])(=O)[CH3:2].[O-]S([O-])(=O)=O.[Na+].[Na+].[CH3:15][N:16]([CH3:21])[CH2:17][CH:18]([NH2:20])[CH3:19]. Product: [CH3:15][N:16]([CH3:21])[CH2:17][CH:18]([N:20]=[C:1]([CH3:2])[CH2:4][C:5](=[O:7])[CH3:6])[CH3:19]. The catalyst class is: 1. (3) The catalyst class is: 112. Product: [CH3:11][O:12][CH2:13][CH2:14][O:15][C:16]1[CH:24]=[CH:23][C:19]([C:20]([O:10][C:4]2[CH:3]=[C:2]([F:1])[C:7]([F:8])=[C:6]([F:9])[CH:5]=2)=[O:21])=[CH:18][CH:17]=1. Reactant: [F:1][C:2]1[CH:3]=[C:4]([OH:10])[CH:5]=[C:6]([F:9])[C:7]=1[F:8].[CH3:11][O:12][CH2:13][CH2:14][O:15][C:16]1[CH:24]=[CH:23][C:19]([C:20](O)=[O:21])=[CH:18][CH:17]=1. (4) Reactant: Cl.[F:2][C:3]1[CH:4]=[C:5]([CH:31]=[CH:32][C:33]=1[O:34][CH3:35])[CH2:6][N:7]1[C:12]2[CH:13]=[C:14]([C:16]3[CH:21]=[CH:20][C:19]([F:22])=[CH:18][CH:17]=3)[S:15][C:11]=2[C:10](=[O:23])[N:9]([CH:24]2[CH2:29][CH2:28][NH:27][CH2:26][CH2:25]2)[C:8]1=[O:30].[CH2:36]([O:38][C:39]1[C:48]([O:49][CH3:50])=[CH:47][C:46]2[C:45]([C:51]3[CH:59]=[CH:58][C:54]([C:55](O)=[O:56])=[CH:53][CH:52]=3)=[N:44][C@@H:43]3[CH2:60][CH2:61][S:62][CH2:63][C@@H:42]3[C:41]=2[CH:40]=1)[CH3:37].CN(C(ON1N=NC2C=CC=NC1=2)=[N+](C)C)C.F[P-](F)(F)(F)(F)F.CCN(C(C)C)C(C)C. Product: [CH2:36]([O:38][C:39]1[C:48]([O:49][CH3:50])=[CH:47][C:46]2[C:45]([C:51]3[CH:52]=[CH:53][C:54]([C:55]([N:27]4[CH2:26][CH2:25][CH:24]([N:9]5[C:10](=[O:23])[C:11]6[S:15][C:14]([C:16]7[CH:17]=[CH:18][C:19]([F:22])=[CH:20][CH:21]=7)=[CH:13][C:12]=6[N:7]([CH2:6][C:5]6[CH:31]=[CH:32][C:33]([O:34][CH3:35])=[C:3]([F:2])[CH:4]=6)[C:8]5=[O:30])[CH2:29][CH2:28]4)=[O:56])=[CH:58][CH:59]=3)=[N:44][C@@H:43]3[CH2:60][CH2:61][S:62][CH2:63][C@@H:42]3[C:41]=2[CH:40]=1)[CH3:37]. The catalyst class is: 2. (5) Reactant: [C:1]([O:4][C:5]1[CH:14]=[C:13]([NH2:15])[CH:12]=[CH:11][C:6]=1[C:7]([O:9][CH3:10])=[O:8])(=[O:3])[CH3:2].[Cl:16][C:17]1[S:18][C:19]([S:23](Cl)(=[O:25])=[O:24])=[CH:20][C:21]=1[Cl:22].N1C=CC=CC=1. Product: [C:1]([O:4][C:5]1[CH:14]=[C:13]([NH:15][S:23]([C:19]2[S:18][C:17]([Cl:16])=[C:21]([Cl:22])[CH:20]=2)(=[O:25])=[O:24])[CH:12]=[CH:11][C:6]=1[C:7]([O:9][CH3:10])=[O:8])(=[O:3])[CH3:2]. The catalyst class is: 23. (6) Reactant: [CH2:1]([CH:3]1[N:12]2[C:7](=[CH:8][C:9](=[O:18])[C:10]([C:13]([O:15][CH2:16][CH3:17])=[O:14])=[CH:11]2)[C:6]2[CH:19]=[C:20]([O:24][CH3:25])[C:21]([OH:23])=[CH:22][C:5]=2[CH2:4]1)[CH3:2].CC1C=CC(S(O[CH2:37][C:38]2([C:41]#[N:42])[CH2:40][CH2:39]2)(=O)=O)=CC=1.C([O-])([O-])=O.[K+].[K+]. Product: [C:41]([C:38]1([CH2:37][O:23][C:21]2[C:20]([O:24][CH3:25])=[CH:19][C:6]3[C:7]4[N:12]([CH:3]([CH2:1][CH3:2])[CH2:4][C:5]=3[CH:22]=2)[CH:11]=[C:10]([C:13]([O:15][CH2:16][CH3:17])=[O:14])[C:9](=[O:18])[CH:8]=4)[CH2:40][CH2:39]1)#[N:42]. The catalyst class is: 3. (7) Reactant: [CH3:1][C:2]([C:4]1[CH:13]=[CH:12][C:11]2[C:6](=[CH:7][CH:8]=[CH:9][CH:10]=2)[C:5]=1[OH:14])=[O:3].[CH3:15][O:16][C:17]1[CH:18]=[C:19]([CH:22]=[C:23]([O:27][CH3:28])[C:24]=1[O:25][CH3:26])[CH:20]=O.N1CCCCC1.N1C=CC=CC=1. Product: [CH3:28][O:27][C:23]1[CH:22]=[C:19]([CH:20]2[CH2:1][C:2](=[O:3])[C:4]3[C:5](=[C:6]4[CH:7]=[CH:8][CH:9]=[CH:10][C:11]4=[CH:12][CH:13]=3)[O:14]2)[CH:18]=[C:17]([O:16][CH3:15])[C:24]=1[O:25][CH3:26]. The catalyst class is: 8.